From a dataset of Full USPTO retrosynthesis dataset with 1.9M reactions from patents (1976-2016). Predict the reactants needed to synthesize the given product. (1) Given the product [CH2:25]([O:27][C:28]1[CH:33]=[C:32]([CH2:17][N:15]2[CH2:14][C:13]3([CH2:24][C:10]([N:7]4[CH2:8][CH2:9][CH:5]([C:3]([O:2][CH3:1])=[O:4])[CH2:6]4)=[N:11][O:12]3)[CH2:16]2)[CH:31]=[C:30]([O:36][CH2:37][CH3:38])[C:29]=1[C:39]1[CH:44]=[CH:43][C:42]([F:45])=[CH:41][CH:40]=1)[CH3:26], predict the reactants needed to synthesize it. The reactants are: [CH3:1][O:2][C:3]([CH:5]1[CH2:9][CH2:8][N:7]([C:10]2[CH2:24][C:13]3([CH2:16][N:15]([C:17](OC(C)(C)C)=O)[CH2:14]3)[O:12][N:11]=2)[CH2:6]1)=[O:4].[CH2:25]([O:27][C:28]1[CH:33]=[C:32](C=O)[CH:31]=[C:30]([O:36][CH2:37][CH3:38])[C:29]=1[C:39]1[CH:44]=[CH:43][C:42]([F:45])=[CH:41][CH:40]=1)[CH3:26]. (2) The reactants are: [C:1]1([C@H:7]([NH:9][CH2:10][CH:11]([C:14]2[CH:19]=[CH:18][C:17]([Br:20])=[CH:16][CH:15]=2)[CH2:12][OH:13])[CH3:8])[CH:6]=[CH:5][CH:4]=[CH:3][CH:2]=1.C(N(CC)CC)C.Cl[CH2:29][C:30](Cl)=[O:31].[OH-].[K+]. Given the product [Br:20][C:17]1[CH:16]=[CH:15][C:14]([C@@H:11]2[CH2:12][O:13][CH2:29][C:30](=[O:31])[N:9]([C@@H:7]([C:1]3[CH:6]=[CH:5][CH:4]=[CH:3][CH:2]=3)[CH3:8])[CH2:10]2)=[CH:19][CH:18]=1, predict the reactants needed to synthesize it. (3) Given the product [Cl:3][C:4]1[CH:5]=[C:6]([CH:7]=[C:8]([CH2:9][OH:10])[CH:13]=1)[C:14]([O:16][CH3:17])=[O:15], predict the reactants needed to synthesize it. The reactants are: [BH4-].[Na+].[Cl:3][C:4]1[CH:5]=[C:6]([C:14]([O:16][CH3:17])=[O:15])[CH:7]=[C:8]([CH:13]=1)[C:9](OC)=[O:10].O. (4) The reactants are: [OH:1][N:2]1[C:7]([CH3:9])([CH3:8])[CH2:6][CH:5]([O:10][C:11](=[O:18])[C:12]2[CH:17]=[CH:16][CH:15]=[CH:14][CH:13]=2)[CH2:4][C:3]1([CH3:20])[CH3:19].[C:21](Cl)(=[O:28])[C:22]1[CH:27]=[CH:26][CH:25]=[CH:24][CH:23]=1. Given the product [C:11]([O:10][CH:5]1[CH2:6][C:7]([CH3:9])([CH3:8])[N:2]([O:1][C:21](=[O:28])[C:22]2[CH:27]=[CH:26][CH:25]=[CH:24][CH:23]=2)[C:3]([CH3:20])([CH3:19])[CH2:4]1)(=[O:18])[C:12]1[CH:17]=[CH:16][CH:15]=[CH:14][CH:13]=1, predict the reactants needed to synthesize it. (5) Given the product [F:11][C:5]1[C:4]([F:12])=[C:3]([O:13][CH3:14])[C:2]([N:1]=[C:29]=[S:30])=[CH:10][C:6]=1[C:7]([NH2:9])=[O:8], predict the reactants needed to synthesize it. The reactants are: [NH2:1][C:2]1[C:3]([O:13][CH3:14])=[C:4]([F:12])[C:5]([F:11])=[C:6]([CH:10]=1)[C:7]([NH2:9])=[O:8].C(OC1C=CC(C(N)=O)=CC=1N=[C:29]=[S:30])(C)C. (6) The reactants are: C([O:8][CH2:9][CH2:10][O:11][CH2:12][CH2:13][N:14]1[C:19](=[O:20])[CH:18]=[C:17]([NH:21][C:22]2[CH:27]=[CH:26][C:25]([CH3:28])=[C:24]([CH2:29][CH3:30])[CH:23]=2)[NH:16][C:15]1=[O:31])C1C=CC=CC=1. Given the product [OH:8][CH2:9][CH2:10][O:11][CH2:12][CH2:13][N:14]1[C:19](=[O:20])[CH:18]=[C:17]([NH:21][C:22]2[CH:27]=[CH:26][C:25]([CH3:28])=[C:24]([CH2:29][CH3:30])[CH:23]=2)[NH:16][C:15]1=[O:31], predict the reactants needed to synthesize it.